From a dataset of Forward reaction prediction with 1.9M reactions from USPTO patents (1976-2016). Predict the product of the given reaction. (1) Given the reactants [C:1](Cl)(=[O:3])[CH3:2].[NH2:5][C:6]1[CH:7]=[C:8]([C:19]([O:21][CH3:22])=[O:20])[C:9]([C:12]2[CH:17]=[CH:16][CH:15]=[CH:14][C:13]=2[Br:18])=[CH:10][CH:11]=1.C(N(CC)CC)C, predict the reaction product. The product is: [C:1]([NH:5][C:6]1[CH:7]=[C:8]([C:19]([O:21][CH3:22])=[O:20])[C:9]([C:12]2[CH:17]=[CH:16][CH:15]=[CH:14][C:13]=2[Br:18])=[CH:10][CH:11]=1)(=[O:3])[CH3:2]. (2) Given the reactants C(Cl)(=O)C(Cl)=O.CS(C)=O.[CH2:11]([O:18][C:19](=[O:32])[NH:20][CH2:21][CH2:22][C:23](=[O:31])[NH:24][CH2:25][CH:26]([OH:30])[CH:27]([CH3:29])[CH3:28])[C:12]1[CH:17]=[CH:16][CH:15]=[CH:14][CH:13]=1.C(N(CC)CC)C, predict the reaction product. The product is: [CH2:11]([O:18][C:19](=[O:32])[NH:20][CH2:21][CH2:22][C:23](=[O:31])[NH:24][CH2:25][C:26](=[O:30])[CH:27]([CH3:29])[CH3:28])[C:12]1[CH:17]=[CH:16][CH:15]=[CH:14][CH:13]=1. (3) Given the reactants Cl.C([O:9][P:10]([CH2:19][C@H:20]([OH:23])[CH2:21][NH2:22])([CH2:12][CH:13]1[CH2:18][CH2:17][CH2:16][CH2:15][CH2:14]1)=[O:11])C1C=CC=CC=1.C([NH:34][CH2:35][C:36](O)=[O:37])(OCC1C=CC=CC=1)=O, predict the reaction product. The product is: [NH2:34][CH2:35][C:36]([NH:22][CH2:21][C@@H:20]([OH:23])[CH2:19][P:10]([CH2:12][CH:13]1[CH2:14][CH2:15][CH2:16][CH2:17][CH2:18]1)(=[O:11])[OH:9])=[O:37]. (4) Given the reactants [NH2:1][C:2]1[CH:6]=[CH:5][S:4][C:3]=1[C:7]([O:9][CH3:10])=[O:8].[Cl:11][C:12]1[CH:17]=[C:16]([C:18]([F:21])([F:20])[F:19])[CH:15]=[CH:14][C:13]=1[S:22](Cl)(=[O:24])=[O:23], predict the reaction product. The product is: [Cl:11][C:12]1[CH:17]=[C:16]([C:18]([F:20])([F:19])[F:21])[CH:15]=[CH:14][C:13]=1[S:22]([NH:1][C:2]1[CH:6]=[CH:5][S:4][C:3]=1[C:7]([O:9][CH3:10])=[O:8])(=[O:24])=[O:23]. (5) The product is: [CH3:11][C:3]1[CH:4]=[C:5]([CH:9]=[CH:10][C:2]=1[O:1][CH2:24][C:25]([F:28])([F:27])[F:26])[C:6]([OH:8])=[O:7]. Given the reactants [OH:1][C:2]1[CH:10]=[CH:9][C:5]([C:6]([OH:8])=[O:7])=[CH:4][C:3]=1[CH3:11].C(=O)([O-])[O-].[Cs+].[Cs+].FC(F)(F)S(O[CH2:24][C:25]([F:28])([F:27])[F:26])(=O)=O.[OH-].[Na+], predict the reaction product. (6) Given the reactants [CH2:1]([O:3][C:4]1[N:9]=[CH:8][C:7]([S:10]([N:13]2[CH2:18][CH2:17][N:16]([CH2:19][CH3:20])[CH2:15][CH2:14]2)(=[O:12])=[O:11])=[CH:6][C:5]=1[CH:21]1[NH:26][C:25]2=[C:27]([CH2:37][CH3:38])[N:28]([CH2:30][C:31]3[CH:36]=[CH:35][CH:34]=[CH:33][N:32]=3)[N:29]=[C:24]2[C:23](=[O:39])[NH:22]1)[CH3:2].FC(F)(F)C(O)=O, predict the reaction product. The product is: [CH2:1]([O:3][C:4]1[N:9]=[CH:8][C:7]([S:10]([N:13]2[CH2:18][CH2:17][N:16]([CH2:19][CH3:20])[CH2:15][CH2:14]2)(=[O:11])=[O:12])=[CH:6][C:5]=1[C:21]1[NH:22][C:23](=[O:39])[C:24]2[C:25](=[C:27]([CH2:37][CH3:38])[N:28]([CH2:30][C:31]3[CH:36]=[CH:35][CH:34]=[CH:33][N:32]=3)[N:29]=2)[N:26]=1)[CH3:2].